Dataset: Catalyst prediction with 721,799 reactions and 888 catalyst types from USPTO. Task: Predict which catalyst facilitates the given reaction. Reactant: C([Mg]Br)(C)C.I[C:7]1[CH:8]=[N:9][CH:10]=[CH:11][CH:12]=1.C[O:14][C:15]1[CH2:19][CH2:18][C:17](=O)[CH:16]=1. Product: [N:9]1[CH:10]=[CH:11][CH:12]=[C:7]([C:17]2[CH2:18][CH2:19][C:15](=[O:14])[CH:16]=2)[CH:8]=1. The catalyst class is: 168.